From a dataset of Peptide-MHC class I binding affinity with 185,985 pairs from IEDB/IMGT. Regression. Given a peptide amino acid sequence and an MHC pseudo amino acid sequence, predict their binding affinity value. This is MHC class I binding data. (1) The peptide sequence is FIRYGDASL. The MHC is HLA-A02:06 with pseudo-sequence HLA-A02:06. The binding affinity (normalized) is 0.936. (2) The peptide sequence is VAGGLLLAAY. The MHC is HLA-A30:02 with pseudo-sequence HLA-A30:02. The binding affinity (normalized) is 0.597. (3) The peptide sequence is NHISELVQL. The MHC is Mamu-A07 with pseudo-sequence Mamu-A07. The binding affinity (normalized) is 0.541. (4) The peptide sequence is YFVETLARSI. The MHC is HLA-A01:01 with pseudo-sequence HLA-A01:01. The binding affinity (normalized) is 0.0148. (5) The peptide sequence is AWLLNILTIAV. The MHC is H-2-Kb with pseudo-sequence H-2-Kb. The binding affinity (normalized) is 0.125. (6) The peptide sequence is SYVKVLHHTL. The MHC is HLA-A24:02 with pseudo-sequence HLA-A24:02. The binding affinity (normalized) is 0.601. (7) The peptide sequence is GIYHDDLVV. The MHC is HLA-A02:01 with pseudo-sequence HLA-A02:01. The binding affinity (normalized) is 0.265.